From a dataset of Catalyst prediction with 721,799 reactions and 888 catalyst types from USPTO. Predict which catalyst facilitates the given reaction. (1) Reactant: [F:1][C:2]([F:19])([C:15]([F:18])([F:17])[F:16])[C:3]([F:14])([F:13])[C:4]1[C:8]([N+:9]([O-:11])=[O:10])=[C:7]([CH3:12])[NH:6][N:5]=1.C([O-])([O-])=O.[K+].[K+].Cl[CH2:27][C:28]([N:30]1[CH2:35][CH2:34][N:33]([C:36]2[CH:41]=[CH:40][C:39]([Cl:42])=[CH:38][CH:37]=2)[CH2:32][CH2:31]1)=[O:29].CN(C=O)C. Product: [Cl:42][C:39]1[CH:38]=[CH:37][C:36]([N:33]2[CH2:32][CH2:31][N:30]([C:28](=[O:29])[CH2:27][N:6]3[C:7]([CH3:12])=[C:8]([N+:9]([O-:11])=[O:10])[C:4]([C:3]([F:13])([F:14])[C:2]([F:1])([F:19])[C:15]([F:17])([F:18])[F:16])=[N:5]3)[CH2:35][CH2:34]2)=[CH:41][CH:40]=1. The catalyst class is: 195. (2) The catalyst class is: 15. Product: [Br:31][C:3]1[C:2]([OH:1])=[CH:11][CH:10]=[C:9]2[C:4]=1[CH:5]=[CH:6][C:7]([CH2:12][N:13]([CH3:30])[C:14]([C:16]1[CH:17]=[N:18][N:19]([C:24]3[CH:25]=[CH:26][CH:27]=[CH:28][CH:29]=3)[C:20]=1[CH2:21][CH2:22][CH3:23])=[O:15])=[CH:8]2. Reactant: [OH:1][C:2]1[CH:3]=[C:4]2[C:9](=[CH:10][CH:11]=1)[CH:8]=[C:7]([CH2:12][N:13]([CH3:30])[C:14]([C:16]1[CH:17]=[N:18][N:19]([C:24]3[CH:29]=[CH:28][CH:27]=[CH:26][CH:25]=3)[C:20]=1[CH2:21][CH2:22][CH3:23])=[O:15])[CH:6]=[CH:5]2.[Br:31]Br. (3) Reactant: Cl.C(OC(=O)[NH:8][C:9]([CH3:54])([CH3:53])[C:10]([NH:12][C@H:13]1[CH2:18][CH2:17][C@@H:16]([N:19]2[C:24](=[O:25])[C:23]3[CH:26]=[C:27]([F:30])[CH:28]=[N:29][C:22]=3[N:21]([C:31]3[CH:32]=[C:33]([C:37]4[CH:42]=[CH:41][C:40]([CH2:43][N:44]5[CH2:50][CH2:49][CH2:48][N:47]([CH3:51])[CH2:46][CH2:45]5)=[CH:39][CH:38]=4)[CH:34]=[CH:35][CH:36]=3)[C:20]2=[O:52])[CH2:15][CH2:14]1)=[O:11])(C)(C)C. Product: [F:30][C:27]1[CH:28]=[N:29][C:22]2[N:21]([C:31]3[CH:32]=[C:33]([C:37]4[CH:38]=[CH:39][C:40]([CH2:43][N:44]5[CH2:50][CH2:49][CH2:48][N:47]([CH3:51])[CH2:46][CH2:45]5)=[CH:41][CH:42]=4)[CH:34]=[CH:35][CH:36]=3)[C:20](=[O:52])[N:19]([C@@H:16]3[CH2:17][CH2:18][C@H:13]([NH:12][C:10](=[O:11])[C:9]([CH3:53])([CH3:54])[NH2:8])[CH2:14][CH2:15]3)[C:24](=[O:25])[C:23]=2[CH:26]=1. The catalyst class is: 12. (4) Reactant: [C:1]1(=[O:11])[C:5]2([CH2:10][CH2:9][CH2:8][NH:7][CH2:6]2)[CH2:4][CH2:3][NH:2]1.C(N(CC)CC)C.[Cl:19][C:20]1[CH:21]=[C:22]([S:27](Cl)(=[O:29])=[O:28])[CH:23]=[C:24]([Cl:26])[CH:25]=1. Product: [Cl:26][C:24]1[CH:23]=[C:22]([S:27]([N:7]2[CH2:8][CH2:9][CH2:10][C:5]3([C:1](=[O:11])[NH:2][CH2:3][CH2:4]3)[CH2:6]2)(=[O:28])=[O:29])[CH:21]=[C:20]([Cl:19])[CH:25]=1. The catalyst class is: 4. (5) Reactant: [F:1][C:2]1[CH:7]=[CH:6][CH:5]=[C:4]([CH2:8][OH:9])[C:3]=1[CH2:10][OH:11].[CH3:12][S:13](Cl)(=[O:15])=[O:14]. Product: [F:1][C:2]1[CH:7]=[CH:6][CH:5]=[C:4]([CH2:8][O:9][S:13]([CH3:12])(=[O:15])=[O:14])[C:3]=1[CH2:10][O:11][S:13]([CH3:12])(=[O:15])=[O:14]. The catalyst class is: 25. (6) Reactant: [CH2:1]([N:8]1[CH2:16][CH2:15][C:11]2([CH2:14][NH:13][CH2:12]2)[CH2:10][CH2:9]1)[C:2]1[CH:7]=[CH:6][CH:5]=[CH:4][CH:3]=1.[F:17][C:18]1[CH:23]=[CH:22][C:21]([C:24]2([C:34]3[CH:39]=[CH:38][C:37]([F:40])=[CH:36][CH:35]=3)[CH2:28][CH2:27][N:26]([CH2:29][C:30](O)=[O:31])[C:25]2=[O:33])=[CH:20][CH:19]=1.C(N=C=NCCCN(C)C)C.CN1CCOCC1. Product: [CH2:1]([N:8]1[CH2:9][CH2:10][C:11]2([CH2:14][N:13]([C:30](=[O:31])[CH2:29][N:26]3[CH2:27][CH2:28][C:24]([C:21]4[CH:22]=[CH:23][C:18]([F:17])=[CH:19][CH:20]=4)([C:34]4[CH:35]=[CH:36][C:37]([F:40])=[CH:38][CH:39]=4)[C:25]3=[O:33])[CH2:12]2)[CH2:15][CH2:16]1)[C:2]1[CH:3]=[CH:4][CH:5]=[CH:6][CH:7]=1. The catalyst class is: 4.